This data is from Full USPTO retrosynthesis dataset with 1.9M reactions from patents (1976-2016). The task is: Predict the reactants needed to synthesize the given product. (1) Given the product [I:1][C:13]1[C@@:17]2([CH3:40])[CH2:18][CH2:19][C@H:20]3[C@H:29]([C@@H:16]2[CH2:15][CH:14]=1)[CH2:28][CH:27]=[C:26]1[C@:21]3([CH3:39])[CH2:22][CH2:23][C:24](=[O:38])[N:25]1[CH2:30][CH2:31][N:32]1[CH2:37][CH2:36][O:35][CH2:34][CH2:33]1, predict the reactants needed to synthesize it. The reactants are: [I:1]I.CN(C)C(N(C)C)=N.N(=[C:13]1[C@@:17]2([CH3:40])[CH2:18][CH2:19][C@H:20]3[C@H:29]([C@@H:16]2[CH2:15][CH2:14]1)[CH2:28][CH:27]=[C:26]1[C@:21]3([CH3:39])[CH2:22][CH2:23][C:24](=[O:38])[N:25]1[CH2:30][CH2:31][N:32]1[CH2:37][CH2:36][O:35][CH2:34][CH2:33]1)N. (2) Given the product [F:31][C:28]1[CH:29]=[CH:30][C:25]([CH2:24][O:23][C:22]2[CH:21]=[CH:20][C:19]([CH2:18][S:15][C:12]3[CH:13]=[CH:14][C:6]([O:5][CH2:4][C:3]([OH:2])=[O:16])=[C:7]4[C:11]=3[CH2:10][CH2:9][CH2:8]4)=[CH:37][CH:36]=2)=[CH:26][C:27]=1[C:32]([F:33])([F:34])[F:35], predict the reactants needed to synthesize it. The reactants are: C[O:2][C:3](=[O:16])[CH2:4][O:5][C:6]1[CH:14]=[CH:13][C:12]([SH:15])=[C:11]2[C:7]=1[CH2:8][CH2:9][CH2:10]2.Cl[CH2:18][C:19]1[CH:37]=[CH:36][C:22]([O:23][CH2:24][C:25]2[CH:30]=[CH:29][C:28]([F:31])=[C:27]([C:32]([F:35])([F:34])[F:33])[CH:26]=2)=[CH:21][CH:20]=1.BrCC1C=CC(F)=C(C(F)(F)F)C=1.OCC1C=CC(O)=CC=1.ClCC1(C(F)(F)F)C=CC(OCC2C=CC=CC=2)=CC1. (3) Given the product [OH:31][C@@H:13]([CH2:19][CH2:20][C:21]1[CH:26]=[CH:25][CH:24]=[CH:23][CH:22]=1)[C:14]([O:16][CH2:17][CH3:18])=[O:15], predict the reactants needed to synthesize it. The reactants are: [C-]#N.[K+].[N+](C1C=CC(C([C@H:13]([CH2:19][CH2:20][C:21]2[CH:26]=[CH:25][CH:24]=[CH:23][CH:22]=2)[C:14]([O:16][CH2:17][CH3:18])=[O:15])=O)=CC=1)([O-])=O.C([OH:31])C. (4) Given the product [N:31]1[CH:32]=[C:27]([C:26]2[C:7]([CH:4]3[CH2:5][CH2:6][O:1][CH2:2][CH2:3]3)=[N:8][CH:9]=[C:10]([CH:25]=2)[C:11]([NH:13][C:14]2[CH:15]=[CH:16][C:17]([O:20][C:21]([F:24])([F:22])[F:23])=[CH:18][CH:19]=2)=[O:12])[CH:28]=[N:29][CH:30]=1, predict the reactants needed to synthesize it. The reactants are: [O:1]1[CH2:6][CH:5]=[C:4]([C:7]2[C:26]([C:27]3[CH:28]=[N:29][CH:30]=[N:31][CH:32]=3)=[CH:25][C:10]([C:11]([NH:13][C:14]3[CH:19]=[CH:18][C:17]([O:20][C:21]([F:24])([F:23])[F:22])=[CH:16][CH:15]=3)=[O:12])=[CH:9][N:8]=2)[CH2:3][CH2:2]1. (5) Given the product [NH2:22][C:10]1[CH:9]=[CH:8][C:7]([O:6][C:5]2[CH:25]=[CH:26][CH:27]=[CH:28][C:4]=2[F:3])=[CH:12][C:11]=1[CH2:13][NH:14][C:15](=[O:21])[O:16][C:17]([CH3:19])([CH3:18])[CH3:20], predict the reactants needed to synthesize it. The reactants are: [Cl-].[NH4+].[F:3][C:4]1[CH:28]=[CH:27][CH:26]=[CH:25][C:5]=1[O:6][C:7]1[CH:8]=[CH:9][C:10]([N+:22]([O-])=O)=[C:11]([CH2:13][NH:14][C:15](=[O:21])[O:16][C:17]([CH3:20])([CH3:19])[CH3:18])[CH:12]=1.C(O)C. (6) Given the product [Si:20]([O:1][CH2:2][C:3]1([CH2:6][OH:7])[CH2:5][CH2:4]1)([C:23]([CH3:26])([CH3:25])[CH3:24])([CH3:22])[CH3:21], predict the reactants needed to synthesize it. The reactants are: [OH:1][CH2:2][C:3]1([CH2:6][OH:7])[CH2:5][CH2:4]1.C(N(CC)CC)C.N1C=CN=C1.[Si:20](Cl)([C:23]([CH3:26])([CH3:25])[CH3:24])([CH3:22])[CH3:21]. (7) Given the product [O:10]1[C:9]2([CH2:14][CH2:15][CH:6]([CH:4]=[O:3])[CH2:7][CH2:8]2)[O:13][CH2:12][CH2:11]1, predict the reactants needed to synthesize it. The reactants are: C([O:3][C:4]([CH:6]1[CH2:15][CH2:14][C:9]2([O:13][CH2:12][CH2:11][O:10]2)[CH2:8][CH2:7]1)=O)C.CC(C[AlH]CC(C)C)C.CO.[Cl-].[Na+]. (8) Given the product [C:1]([NH:8][CH2:9][C:10](=[O:35])[CH2:11][CH2:12][C:13]([O:15][CH2:16][CH2:17][CH2:18][CH2:19][CH2:20][CH2:21][CH2:22][CH2:23][CH2:24][CH2:25][CH2:26][C:27]([OH:29])=[O:28])=[O:14])([O:3][C:4]([CH3:7])([CH3:6])[CH3:5])=[O:2], predict the reactants needed to synthesize it. The reactants are: [C:1]([NH:8][CH2:9][C:10](=[O:35])[CH2:11][CH2:12][C:13]([O:15][CH2:16][CH2:17][CH2:18][CH2:19][CH2:20][CH2:21][CH2:22][CH2:23][CH2:24][CH2:25][CH2:26][C:27]([O:29]CC(Cl)(Cl)Cl)=[O:28])=[O:14])([O:3][C:4]([CH3:7])([CH3:6])[CH3:5])=[O:2].OP([O-])(O)=O.[K+]. (9) Given the product [CH2:11]([O:10][C:8]([C:6]1[CH:5]=[CH:4][N:3]=[C:2]([C:24]2[C:20]3[CH:19]=[CH:18][CH:17]=[C:16]([F:15])[C:21]=3[S:22][CH:23]=2)[N:7]=1)=[CH2:9])[CH3:12], predict the reactants needed to synthesize it. The reactants are: Cl[C:2]1[N:7]=[C:6]([C:8]([O:10][CH2:11][CH3:12])=[CH2:9])[CH:5]=[CH:4][N:3]=1.[F-].[K+].[F:15][C:16]1[C:21]2[S:22][CH:23]=[C:24](B3OC(C)(C)C(C)(C)O3)[C:20]=2[CH:19]=[CH:18][CH:17]=1. (10) Given the product [NH:9]1[C:17]2[C:12](=[CH:13][C:14]([N:18]3[CH2:22][CH2:21][N:20]([C:23]4[CH:24]=[N:25][CH:26]=[CH:27][C:28]=4[CH3:29])[C:19]3=[O:30])=[CH:15][CH:16]=2)[CH:11]=[CH:10]1, predict the reactants needed to synthesize it. The reactants are: Cl.C(OC([N:9]1[C:17]2[C:12](=[CH:13][C:14]([N:18]3[CH2:22][CH2:21][N:20]([C:23]4[CH:24]=[N:25][CH:26]=[CH:27][C:28]=4[CH3:29])[C:19]3=[O:30])=[CH:15][CH:16]=2)[CH:11]=[CH:10]1)=O)(C)(C)C.C([O-])(O)=O.[Na+].